This data is from Catalyst prediction with 721,799 reactions and 888 catalyst types from USPTO. The task is: Predict which catalyst facilitates the given reaction. (1) Reactant: C1C=CC(P(C2C=CC=CC=2)C2C=CC=CC=2)=CC=1.C(C1C(=O)C(Cl)=C(Cl)C(=O)C=1C#N)#N.[Cl:34][C:35]1[CH:36]=[C:37]([O:48][CH3:49])[C:38]2[NH:43][CH2:42][C@H:41]([CH2:44][CH2:45]O)[NH:40][C:39]=2[N:47]=1. Product: [Cl:34][C:35]1[CH:36]=[C:37]([O:48][CH3:49])[C:38]2[N:43]3[CH2:42][C@H:41]([CH2:44][CH2:45]3)[NH:40][C:39]=2[N:47]=1. The catalyst class is: 2. (2) Reactant: [Cl:1][C:2]1[CH:10]=[CH:9][C:5]2[NH:6][N:7]=[N:8][C:4]=2[CH:3]=1.Cl[CH2:12][C:13](=[O:15])[CH3:14].C(=O)([O-])[O-].[K+].[K+].[I-].[K+]. Product: [Cl:1][C:2]1[CH:10]=[CH:9][C:5]2[N:6]([CH2:12][C:13](=[O:15])[CH3:14])[N:7]=[N:8][C:4]=2[CH:3]=1.[Cl:1][C:2]1[CH:10]=[CH:9][C:5]2[N:6]=[N:7][N:8]([CH2:12][C:13](=[O:15])[CH3:14])[C:4]=2[CH:3]=1. The catalyst class is: 21. (3) Reactant: [CH2:1]([N:8]1[CH2:17][CH2:16][C:15]2[C:14](Cl)=[N:13][C:12]([S:19][CH3:20])=[N:11][C:10]=2[CH2:9]1)[C:2]1[CH:7]=[CH:6][CH:5]=[CH:4][CH:3]=1.[C:21]([C:25]1[CH:31]=[CH:30][C:28]([NH2:29])=[CH:27][CH:26]=1)([CH3:24])([CH3:23])[CH3:22]. Product: [C:21]([C:25]1[CH:26]=[CH:27][C:28]([NH:29][C:14]2[C:15]3[CH2:16][CH2:17][N:8]([CH2:1][C:2]4[CH:7]=[CH:6][CH:5]=[CH:4][CH:3]=4)[CH2:9][C:10]=3[N:11]=[C:12]([S:19][CH3:20])[N:13]=2)=[CH:30][CH:31]=1)([CH3:24])([CH3:22])[CH3:23]. The catalyst class is: 10. (4) The catalyst class is: 89. Reactant: [NH2:1][C:2]1[C:11]2[N:12]=[C:13]([CH2:41][O:42][CH2:43][CH3:44])[N:14]([CH2:15][CH2:16][CH2:17][N:18]([CH2:27][C:28]3[CH:29]=[C:30]([CH:38]=[CH:39][CH:40]=3)[O:31][C:32]([CH3:37])([CH3:36])[C:33]([OH:35])=[O:34])[C:19](=[O:26])[CH2:20][N:21]([CH2:24][CH3:25])[CH2:22][CH3:23])[C:10]=2[C:9]2[CH:8]=[CH:7][CH:6]=[CH:5][C:4]=2[N:3]=1.N.[CH3:46]O. Product: [NH2:1][C:2]1[C:11]2[N:12]=[C:13]([CH2:41][O:42][CH2:43][CH3:44])[N:14]([CH2:15][CH2:16][CH2:17][N:18]([CH2:27][C:28]3[CH:29]=[C:30]([CH:38]=[CH:39][CH:40]=3)[O:31][C:32]([CH3:37])([CH3:36])[C:33]([O:35][CH3:46])=[O:34])[C:19](=[O:26])[CH2:20][N:21]([CH2:24][CH3:25])[CH2:22][CH3:23])[C:10]=2[C:9]2[CH:8]=[CH:7][CH:6]=[CH:5][C:4]=2[N:3]=1.